This data is from Reaction yield outcomes from USPTO patents with 853,638 reactions. The task is: Predict the reaction yield, written as a fraction of the theoretical maximum amount of product (1.0 means a 100% yield; for example, 0.34 means a 34% yield). (1) The reactants are [CH:1]([N:4]1[C:8]([C:9]2[N:18]=[C:17]3[N:11]([CH2:12][CH2:13][O:14][C:15]4[CH:22]=[C:21](O)[N:20]=[CH:19][C:16]=43)[CH:10]=2)=[N:7][C:6]([CH3:24])=[N:5]1)([CH3:3])[CH3:2].[NH:25]1[CH2:32][CH2:31][CH2:30][C@H:26]1[C:27]([NH2:29])=[O:28]. No catalyst specified. The product is [CH:1]([N:4]1[C:8]([C:9]2[N:18]=[C:17]3[C:16]4[CH:19]=[N:20][C:21]([N:25]5[CH2:32][CH2:31][CH2:30][C@H:26]5[C:27]([NH2:29])=[O:28])=[CH:22][C:15]=4[O:14][CH2:13][CH2:12][N:11]3[CH:10]=2)=[N:7][C:6]([CH3:24])=[N:5]1)([CH3:2])[CH3:3]. The yield is 0.670. (2) The reactants are C[O:2][C:3]1C=CC(C(Cl)(C2C=CC=CC=2)C2C=CC=CC=2)=C[CH:4]=1.[Cl:23][C@@:24]1([F:60])[C@H:28]([O:29][Si](C(C)C)(C(C)C)C(C)C)[C@@H:27]([CH2:40][O:41][Si](C(C)C)(C(C)C)C(C)C)[O:26][C@H:25]1[N:52]1[CH:57]=[CH:56][C:55](=[O:58])[NH:54][C:53]1=[O:59]. The product is [C:3]([O:29][C@H:28]1[C@@:24]([Cl:23])([F:60])[C@H:25]([N:52]2[CH:57]=[CH:56][C:55](=[O:58])[NH:54][C:53]2=[O:59])[O:26][C@@H:27]1[CH2:40][OH:41])(=[O:2])[CH3:4]. The yield is 0.900. The catalyst is N1C=CC=CC=1.C(Cl)Cl.